This data is from Full USPTO retrosynthesis dataset with 1.9M reactions from patents (1976-2016). The task is: Predict the reactants needed to synthesize the given product. Given the product [CH2:37]([NH:44][C:45]([NH:3][C:4]1[CH:36]=[CH:35][C:7]([O:8][C:9]2[CH:10]=[CH:11][C:12]3[N:16]=[C:15]([CH2:17][O:18][C:19]4[CH:32]=[CH:31][C:22]([CH2:23][CH:24]5[S:28][C:27](=[O:29])[NH:26][C:25]5=[O:30])=[CH:21][CH:20]=4)[N:14]([CH3:33])[C:13]=3[CH:34]=2)=[CH:6][CH:5]=1)=[S:46])[C:38]1[CH:43]=[CH:42][CH:41]=[CH:40][CH:39]=1, predict the reactants needed to synthesize it. The reactants are: Cl.Cl.[NH2:3][C:4]1[CH:36]=[CH:35][C:7]([O:8][C:9]2[CH:10]=[CH:11][C:12]3[N:16]=[C:15]([CH2:17][O:18][C:19]4[CH:32]=[CH:31][C:22]([CH2:23][CH:24]5[S:28][C:27](=[O:29])[NH:26][C:25]5=[O:30])=[CH:21][CH:20]=4)[N:14]([CH3:33])[C:13]=3[CH:34]=2)=[CH:6][CH:5]=1.[CH2:37]([N:44]=[C:45]=[S:46])[C:38]1[CH:43]=[CH:42][CH:41]=[CH:40][CH:39]=1.C(N(CC)CC)C.